Dataset: Catalyst prediction with 721,799 reactions and 888 catalyst types from USPTO. Task: Predict which catalyst facilitates the given reaction. (1) Reactant: [CH3:1][O:2][C:3](=[O:21])[CH2:4][N:5]1[C:9]2[C:10]([CH3:15])=[CH:11][C:12]([CH3:14])=[CH:13][C:8]=2[N:7]([CH2:16][C:17]([OH:19])=O)[C:6]1=[O:20].[NH2:22][C:23]1[CH:24]=[C:25]2[CH2:40][C:30]3([C:38]4[C:33](=[N:34][CH:35]=[CH:36][CH:37]=4)[NH:32][C:31]3=[O:39])[CH2:29][C:26]2=[N:27][CH:28]=1.C1CN(C(Cl)=[N+]2CCCC2)CC1.F[P-](F)(F)(F)(F)F.C(N(CC)C(C)C)(C)C. Product: [CH3:14][C:12]1[CH:11]=[C:10]([CH3:15])[C:9]2[N:5]([CH2:4][C:3]([O:2][CH3:1])=[O:21])[C:6](=[O:20])[N:7]([CH2:16][C:17](=[O:19])[NH:22][C:23]3[CH:24]=[C:25]4[CH2:40][C:30]5([C:38]6[C:33](=[N:34][CH:35]=[CH:36][CH:37]=6)[NH:32][C:31]5=[O:39])[CH2:29][C:26]4=[N:27][CH:28]=3)[C:8]=2[CH:13]=1. The catalyst class is: 1. (2) The catalyst class is: 3. Reactant: [CH2:1]([O:3][C:4]([C:6]1[CH:11]=[CH:10][C:9]([C:12]2[CH:17]=[C:16]([NH2:18])[CH:15]=[CH:14][C:13]=2[Cl:19])=[CH:8][CH:7]=1)=[O:5])[CH3:2].[C:20]([O:24][C:25]([N:27]([CH2:29][C:30](O)=[O:31])[CH3:28])=[O:26])([CH3:23])([CH3:22])[CH3:21].CN(C(ON1N=NC2C=CC=CC1=2)=[N+](C)C)C.F[P-](F)(F)(F)(F)F.CN1CCOCC1. Product: [CH2:1]([O:3][C:4]([C:6]1[CH:11]=[CH:10][C:9]([C:12]2[CH:17]=[C:16]([NH:18][C:30](=[O:31])[CH2:29][N:27]([C:25]([O:24][C:20]([CH3:22])([CH3:21])[CH3:23])=[O:26])[CH3:28])[CH:15]=[CH:14][C:13]=2[Cl:19])=[CH:8][CH:7]=1)=[O:5])[CH3:2].